From a dataset of Full USPTO retrosynthesis dataset with 1.9M reactions from patents (1976-2016). Predict the reactants needed to synthesize the given product. (1) Given the product [C:8]([NH:11][C:12]1[S:13][CH:14]=[C:15]([C:17]2[CH:22]=[CH:21][C:20]([N:23]3[C:27]([Cl:28])=[CH:26][C:25]([NH:29][C:36]([NH:35][C:38]4[CH:43]=[CH:42][CH:41]=[C:40]([O:44][CH3:45])[CH:39]=4)=[O:37])=[C:24]3[C:30]([O:32][CH2:33][CH3:34])=[O:31])=[CH:19][CH:18]=2)[N:16]=1)(=[O:10])[CH3:9], predict the reactants needed to synthesize it. The reactants are: FC(F)(F)C(O)=O.[C:8]([NH:11][C:12]1[S:13][CH:14]=[C:15]([C:17]2[CH:22]=[CH:21][C:20]([N:23]3[C:27]([Cl:28])=[CH:26][C:25]([NH2:29])=[C:24]3[C:30]([O:32][CH2:33][CH3:34])=[O:31])=[CH:19][CH:18]=2)[N:16]=1)(=[O:10])[CH3:9].[N:35]([C:38]1[CH:43]=[CH:42][CH:41]=[C:40]([O:44][CH3:45])[CH:39]=1)=[C:36]=[O:37]. (2) Given the product [OH:30][C:28]([C:27]([F:32])([F:31])[F:26])=[O:29].[F:1][C:2]1[CH:7]=[CH:6][C:5]([C:8]2[N:9]=[C:10]([CH:13]3[CH2:18][CH2:17][CH2:16][NH:15][CH2:14]3)[S:11][CH:12]=2)=[CH:4][CH:3]=1, predict the reactants needed to synthesize it. The reactants are: [F:1][C:2]1[CH:7]=[CH:6][C:5]([C:8]2[N:9]=[C:10]([CH:13]3[CH2:18][CH2:17][CH2:16][N:15](C(OC(C)(C)C)=O)[CH2:14]3)[S:11][CH:12]=2)=[CH:4][CH:3]=1.[F:26][C:27]([F:32])([F:31])[C:28]([O-:30])=[O:29].